This data is from Reaction yield outcomes from USPTO patents with 853,638 reactions. The task is: Predict the reaction yield, written as a fraction of the theoretical maximum amount of product (1.0 means a 100% yield; for example, 0.34 means a 34% yield). (1) The reactants are [N:1]1[C:5]2[CH:6]=[CH:7][C:8]([C:10]([OH:12])=O)=[CH:9][C:4]=2[NH:3][CH:2]=1.[NH2:13][C:14]1[CH:19]=[CH:18][CH:17]=[CH:16][CH:15]=1. No catalyst specified. The product is [C:14]1([NH:13][C:10]([C:8]2[CH:7]=[CH:6][C:5]3[NH:1][CH:2]=[N:3][C:4]=3[CH:9]=2)=[O:12])[CH:19]=[CH:18][CH:17]=[CH:16][CH:15]=1. The yield is 0.630. (2) The reactants are [Br:1][C:2]1[C:8]([F:9])=[CH:7][CH:6]=[CH:5][C:3]=1[NH2:4].[C:10](Cl)(=[O:14])[CH2:11][CH2:12][CH3:13].N1C=CC=CC=1.O. The catalyst is C(Cl)Cl. The product is [Br:1][C:2]1[C:8]([F:9])=[CH:7][CH:6]=[CH:5][C:3]=1[NH:4][C:10](=[O:14])[CH2:11][CH2:12][CH3:13]. The yield is 0.730. (3) The reactants are [C:1]([C:3]1[CH:8]=[CH:7][C:6]([S:9](Cl)(=[O:11])=[O:10])=[CH:5][CH:4]=1)#[N:2].[CH3:13][NH:14][CH3:15].C1COCC1.C(N(CC)CC)C. The catalyst is C(Cl)Cl.CCOC(C)=O. The product is [C:1]([C:3]1[CH:8]=[CH:7][C:6]([S:9]([N:14]([CH3:15])[CH3:13])(=[O:11])=[O:10])=[CH:5][CH:4]=1)#[N:2]. The yield is 0.970. (4) The reactants are [F:1][C:2]1[CH:3]=[C:4]([NH:20][C:21]([C:23]2[C:24](=[O:36])[N:25]([C:30]3[CH:35]=[CH:34][CH:33]=[CH:32][CH:31]=3)[N:26]([CH3:29])[C:27]=2[CH3:28])=[O:22])[CH:5]=[CH:6][C:7]=1[O:8][C:9]1[C:18]2[C:13](=[CH:14][C:15]([OH:19])=[CH:16][CH:17]=2)[N:12]=[CH:11][CH:10]=1.CS(O[CH2:42][CH2:43][C:44]1([OH:47])[CH2:46][CH2:45]1)(=O)=O.C(=O)([O-])[O-].[Cs+].[Cs+]. The catalyst is CN(C)C(=O)C. The product is [F:1][C:2]1[CH:3]=[C:4]([NH:20][C:21]([C:23]2[C:24](=[O:36])[N:25]([C:30]3[CH:31]=[CH:32][CH:33]=[CH:34][CH:35]=3)[N:26]([CH3:29])[C:27]=2[CH3:28])=[O:22])[CH:5]=[CH:6][C:7]=1[O:8][C:9]1[C:18]2[C:13](=[CH:14][C:15]([O:19][CH2:42][CH2:43][C:44]3([OH:47])[CH2:46][CH2:45]3)=[CH:16][CH:17]=2)[N:12]=[CH:11][CH:10]=1. The yield is 0.156. (5) The reactants are [CH2:1]([O:3][C:4]1[CH:5]=[C:6]([C:13]2[O:17][N:16]=[C:15]([C:18]3[CH:19]=[CH:20][C:21]4[O:25][C:24]([CH2:26][OH:27])=[CH:23][C:22]=4[CH:28]=3)[N:14]=2)[CH:7]=[CH:8][C:9]=1[O:10][CH2:11][CH3:12])[CH3:2]. The catalyst is O1CCOCC1.O=[Mn]=O. The product is [CH2:1]([O:3][C:4]1[CH:5]=[C:6]([C:13]2[O:17][N:16]=[C:15]([C:18]3[CH:19]=[CH:20][C:21]4[O:25][C:24]([CH:26]=[O:27])=[CH:23][C:22]=4[CH:28]=3)[N:14]=2)[CH:7]=[CH:8][C:9]=1[O:10][CH2:11][CH3:12])[CH3:2]. The yield is 1.00. (6) The catalyst is C1COCC1.CN(C1C=CN=CC=1)C. The reactants are [Br:1][C:2]1[CH:21]=[CH:20][C:5]([O:6][C:7]2[N:14]=[C:13]([N:15]([CH2:17][CH2:18][OH:19])C)[CH:12]=[CH:11][C:8]=2[C:9]#[N:10])=[CH:4][C:3]=1[CH:22]=[O:23].[C:24]([Si:28](Cl)([CH3:30])[CH3:29])([CH3:27])([CH3:26])[CH3:25].CCN(CC)CC. The product is [Br:1][C:2]1[CH:21]=[CH:20][C:5]([O:6][C:7]2[N:14]=[C:13]([NH:15][CH2:17][CH2:18][O:19][Si:28]([C:24]([CH3:27])([CH3:26])[CH3:25])([CH3:30])[CH3:29])[CH:12]=[CH:11][C:8]=2[C:9]#[N:10])=[CH:4][C:3]=1[CH:22]=[O:23]. The yield is 0.890. (7) The reactants are Cl[C:2]1[N:7]=[CH:6][N:5]=[C:4]([N:8]2[CH2:13][CH2:12][N:11]([C:14]([O:16][C:17]([CH3:20])([CH3:19])[CH3:18])=[O:15])[CH2:10][CH2:9]2)[CH:3]=1.[F:21][C:22]1[C:27]([F:28])=[CH:26][CH:25]=[CH:24][C:23]=1B(O)O.C(=O)([O-])[O-].[Na+].[Na+].C1(C)C=CC=CC=1. The catalyst is O. The product is [F:21][C:22]1[C:27]([F:28])=[CH:26][CH:25]=[CH:24][C:23]=1[C:2]1[N:7]=[CH:6][N:5]=[C:4]([N:8]2[CH2:13][CH2:12][N:11]([C:14]([O:16][C:17]([CH3:20])([CH3:19])[CH3:18])=[O:15])[CH2:10][CH2:9]2)[CH:3]=1. The yield is 0.190. (8) The reactants are [NH2:1][C:2]1[CH:10]=[CH:9][CH:8]=[CH:7][C:3]=1[C:4]([NH2:6])=[O:5].[CH:11]([C:14]1[N:15]=[C:16]([C:19](O)=[O:20])[S:17][CH:18]=1)([CH3:13])[CH3:12]. No catalyst specified. The product is [C:4]([C:3]1[CH:7]=[CH:8][CH:9]=[CH:10][C:2]=1[NH:1][C:19]([C:16]1[S:17][CH:18]=[C:14]([CH:11]([CH3:13])[CH3:12])[N:15]=1)=[O:20])(=[O:5])[NH2:6]. The yield is 0.560. (9) The yield is 0.670. The product is [Cl:33][C:28]1[CH:27]=[C:26]([CH:10]2[CH:11]([CH:13]([O:15][C:16]3[CH:17]=[CH:18][C:19]([C:22]([F:24])([F:25])[F:23])=[CH:20][CH:21]=3)[CH3:14])[CH2:12][NH:8][CH2:9]2)[CH:31]=[CH:30][C:29]=1[Cl:32]. The reactants are C([N:8]1[CH2:12][CH:11]([CH:13]([O:15][C:16]2[CH:21]=[CH:20][C:19]([C:22]([F:25])([F:24])[F:23])=[CH:18][CH:17]=2)[CH3:14])[CH:10]([C:26]2[CH:31]=[CH:30][C:29]([Cl:32])=[C:28]([Cl:33])[CH:27]=2)[CH2:9]1)C1C=CC=CC=1.ClC(OCC(Cl)(Cl)Cl)=O. The catalyst is CC#N.